From a dataset of Forward reaction prediction with 1.9M reactions from USPTO patents (1976-2016). Predict the product of the given reaction. (1) Given the reactants [CH3:1][S:2]([O:5][C:6]1[C:14]([O:15][CH3:16])=[CH:13][C:12]([C:17]2[N:18]([C:28]([O:30][C:31]([CH3:34])([CH3:33])[CH3:32])=[O:29])[C:19]3[C:24]([CH:25]=2)=[CH:23][C:22]([CH:26]=O)=[CH:21][CH:20]=3)=[C:11]2[C:7]=1[CH2:8][NH:9][C:10]2=[O:35])(=[O:4])=[O:3].[CH3:36][NH:37][CH2:38][CH3:39].C(O)(=O)C.C(O[BH-](OC(=O)C)OC(=O)C)(=O)C.[Na+], predict the reaction product. The product is: [CH3:1][S:2]([O:5][C:6]1[C:14]([O:15][CH3:16])=[CH:13][C:12]([C:17]2[N:18]([C:28]([O:30][C:31]([CH3:34])([CH3:32])[CH3:33])=[O:29])[C:19]3[C:24]([CH:25]=2)=[CH:23][C:22]([CH2:26][N:37]([CH2:38][CH3:39])[CH3:36])=[CH:21][CH:20]=3)=[C:11]2[C:7]=1[CH2:8][NH:9][C:10]2=[O:35])(=[O:3])=[O:4]. (2) Given the reactants [F:1][C:2]1[C:3]([C:20]2[S:24][C:23]([C:25]3([OH:29])[CH2:28][CH2:27][CH2:26]3)=[N:22][CH:21]=2)=[C:4]2[CH:10]=[C:9]([C:11]3[CH:12]=[N:13][N:14]([CH2:16][C:17]([OH:19])=O)[CH:15]=3)[NH:8][C:5]2=[N:6][CH:7]=1.[CH3:30][S:31]([NH2:34])(=[O:33])=[O:32].Cl.CN(C)CCCN=C=NCC, predict the reaction product. The product is: [F:1][C:2]1[C:3]([C:20]2[S:24][C:23]([C:25]3([OH:29])[CH2:28][CH2:27][CH2:26]3)=[N:22][CH:21]=2)=[C:4]2[CH:10]=[C:9]([C:11]3[CH:12]=[N:13][N:14]([CH2:16][C:17]([NH:34][S:31]([CH3:30])(=[O:33])=[O:32])=[O:19])[CH:15]=3)[NH:8][C:5]2=[N:6][CH:7]=1. (3) Given the reactants [C:1]([C:3]1[CH:4]=[C:5]([N+:10]([O-:12])=[O:11])[CH:6]=[CH:7][C:8]=1F)#[N:2].[NH:13]1[CH2:18][CH2:17][O:16][CH2:15][CH2:14]1.C(N(CC)C(C)C)(C)C, predict the reaction product. The product is: [N:13]1([C:8]2[CH:7]=[CH:6][C:5]([N+:10]([O-:12])=[O:11])=[CH:4][C:3]=2[C:1]#[N:2])[CH2:18][CH2:17][O:16][CH2:15][CH2:14]1. (4) Given the reactants [C:1]1([C:7]2[O:8][C:9]([C:15]([F:18])([F:17])[F:16])=[C:10]([C:12]([OH:14])=O)[N:11]=2)[CH:6]=[CH:5][CH:4]=[CH:3][CH:2]=1.C(Cl)(=O)C(Cl)=O.[C:25]([O:29][C:30]([N:32]1[CH2:36][CH2:35][C@H:34]([O:37][C:38]2[CH:43]=[CH:42][C:41]([NH2:44])=[CH:40][CH:39]=2)[CH2:33]1)=[O:31])([CH3:28])([CH3:27])[CH3:26].C(N(CC)CC)C, predict the reaction product. The product is: [C:25]([O:29][C:30]([N:32]1[CH2:36][CH2:35][C@H:34]([O:37][C:38]2[CH:43]=[CH:42][C:41]([NH:44][C:12]([C:10]3[N:11]=[C:7]([C:1]4[CH:2]=[CH:3][CH:4]=[CH:5][CH:6]=4)[O:8][C:9]=3[C:15]([F:18])([F:17])[F:16])=[O:14])=[CH:40][CH:39]=2)[CH2:33]1)=[O:31])([CH3:28])([CH3:26])[CH3:27]. (5) Given the reactants [Br:1][C:2]1[CH:7]=[CH:6][C:5]([C:8](=[N:22][O:23][CH2:24][CH3:25])[CH:9]2[CH2:14][CH2:13][N:12]([C:15]3([CH3:21])[CH2:20][CH2:19][NH:18][CH2:17][CH2:16]3)[CH2:11][CH2:10]2)=[CH:4][CH:3]=1.[OH:26][C:27]1[C:36]2[C:31](=[C:32]([OH:37])[CH:33]=[CH:34][CH:35]=2)[N:30]=[C:29]([C:38](O)=[O:39])[CH:28]=1.CCN(CC)CC.CN(C(ON1N=NC2C=CC=NC1=2)=[N+](C)C)C.F[P-](F)(F)(F)(F)F, predict the reaction product. The product is: [Br:1][C:2]1[CH:7]=[CH:6][C:5]([C:8](=[N:22][O:23][CH2:24][CH3:25])[CH:9]2[CH2:10][CH2:11][N:12]([C:15]3([CH3:21])[CH2:20][CH2:19][N:18]([C:38]([C:29]4[CH:28]=[C:27]([OH:26])[C:36]5[C:31](=[C:32]([OH:37])[CH:33]=[CH:34][CH:35]=5)[N:30]=4)=[O:39])[CH2:17][CH2:16]3)[CH2:13][CH2:14]2)=[CH:4][CH:3]=1. (6) Given the reactants [F:1][C:2]1[C:10]([O:11]C)=[CH:9][CH:8]=[C:7]([CH3:13])[C:3]=1[C:4]([OH:6])=[O:5].B(Br)(Br)Br, predict the reaction product. The product is: [F:1][C:2]1[C:10]([OH:11])=[CH:9][CH:8]=[C:7]([CH3:13])[C:3]=1[C:4]([OH:6])=[O:5].